This data is from NCI-60 drug combinations with 297,098 pairs across 59 cell lines. The task is: Regression. Given two drug SMILES strings and cell line genomic features, predict the synergy score measuring deviation from expected non-interaction effect. Drug 1: CCC1(C2=C(COC1=O)C(=O)N3CC4=CC5=C(C=CC(=C5CN(C)C)O)N=C4C3=C2)O.Cl. Drug 2: B(C(CC(C)C)NC(=O)C(CC1=CC=CC=C1)NC(=O)C2=NC=CN=C2)(O)O. Cell line: HOP-62. Synergy scores: CSS=67.6, Synergy_ZIP=1.54, Synergy_Bliss=3.91, Synergy_Loewe=4.94, Synergy_HSA=4.73.